This data is from Catalyst prediction with 721,799 reactions and 888 catalyst types from USPTO. The task is: Predict which catalyst facilitates the given reaction. (1) Reactant: [CH3:1][S:2]([C:5]1[CH:6]=[C:7]2[C:12](=[CH:13][CH:14]=1)[N:11]=[C:10]([C:15]1[CH:20]=[CH:19][CH:18]=[C:17]([C:21]([F:24])([F:23])[F:22])[CH:16]=1)[C:9]([CH2:25][N:26]1[CH2:31][CH2:30][C:29](=[O:32])[CH2:28][CH2:27]1)=[C:8]2[C:33]([O:35]C)=[O:34])(=[O:4])=[O:3].[OH-].[Na+].CO. Product: [CH3:1][S:2]([C:5]1[CH:6]=[C:7]2[C:12](=[CH:13][CH:14]=1)[N:11]=[C:10]([C:15]1[CH:20]=[CH:19][CH:18]=[C:17]([C:21]([F:22])([F:24])[F:23])[CH:16]=1)[C:9]([CH2:25][N:26]1[CH2:31][CH2:30][C:29](=[O:32])[CH2:28][CH2:27]1)=[C:8]2[C:33]([OH:35])=[O:34])(=[O:3])=[O:4]. The catalyst class is: 7. (2) Reactant: [Cl:1][C:2]1[N:7]=[C:6]([OH:8])[CH:5]=[CH:4][CH:3]=1.Br[CH:10]1[CH2:13][CH2:12][CH2:11]1.C([O-])([O-])=O.[K+].[K+]. Product: [Cl:1][C:2]1[CH:3]=[CH:4][CH:5]=[C:6]([O:8][CH:10]2[CH2:13][CH2:12][CH2:11]2)[N:7]=1. The catalyst class is: 3. (3) Reactant: [F:1][C:2]1[CH:13]=[CH:12][C:5]2[O:6][CH2:7][S:8](=[O:11])(=[O:10])[NH:9][C:4]=2[CH:3]=1.C([Li])CCC.Br[CH2:20][CH2:21][CH2:22][Cl:23]. Product: [Cl:23][CH2:22][CH2:21][CH2:20][CH:7]1[O:6][C:5]2[CH:12]=[CH:13][C:2]([F:1])=[CH:3][C:4]=2[NH:9][S:8]1(=[O:11])=[O:10]. The catalyst class is: 1. (4) Reactant: CN(C=O)C.[C:6](Cl)(=O)[C:7]([Cl:9])=[O:8].[CH3:12][O:13][C:14]([C:16]1[C:25]2[C:20](=[CH:21][C:22](CC(O)=O)=[CH:23][CH:24]=2)[CH:19]=[CH:18][CH:17]=1)=[O:15]. Product: [CH3:12][O:13][C:14]([C:16]1[C:25]2[C:20](=[CH:21][C:22]([CH2:6][C:7]([Cl:9])=[O:8])=[CH:23][CH:24]=2)[CH:19]=[CH:18][CH:17]=1)=[O:15]. The catalyst class is: 2. (5) Reactant: [H-].[Na+].[NH2:3][C:4]1[C:5]([C:10]([O:12][CH3:13])=[O:11])=[N:6][CH:7]=[CH:8][N:9]=1.Cl[CH2:15][CH2:16][S:17](Cl)(=[O:19])=[O:18].C(=O)([O-])O.[Na+]. Product: [N:3]1[S:17](=[O:19])(=[O:18])[CH2:16][CH2:15][N:9]2[CH:8]=[CH:7][N:6]=[C:5]([C:10]([O:12][CH3:13])=[O:11])[C:4]=12. The catalyst class is: 1. (6) Reactant: [Cl:1][C:2]1[CH:29]=[CH:28][C:5]([O:6][C:7]2[CH:12]=[CH:11][C:10]([C:13]3[CH:14]([C:23](OCC)=[O:24])[C:15]4([CH2:22][CH2:21][CH2:20][CH2:19][CH2:18]4)[O:16][N:17]=3)=[CH:9][CH:8]=2)=[CH:4][CH:3]=1.[H-].[H-].[H-].[H-].[Li+].[Al+3].O. Product: [Cl:1][C:2]1[CH:29]=[CH:28][C:5]([O:6][C:7]2[CH:8]=[CH:9][C:10]([C:13]3[CH:14]([CH2:23][OH:24])[C:15]4([CH2:22][CH2:21][CH2:20][CH2:19][CH2:18]4)[O:16][N:17]=3)=[CH:11][CH:12]=2)=[CH:4][CH:3]=1. The catalyst class is: 1. (7) Reactant: [C:1]1([C:7]2[NH:11][C:10]3[CH:12]=[CH:13][C:14]([CH2:16][OH:17])=[CH:15][C:9]=3[N:8]=2)[CH:6]=[CH:5][CH:4]=[CH:3][CH:2]=1. Product: [C:1]1([C:7]2[NH:11][C:10]3[CH:12]=[CH:13][C:14]([CH:16]=[O:17])=[CH:15][C:9]=3[N:8]=2)[CH:6]=[CH:5][CH:4]=[CH:3][CH:2]=1. The catalyst class is: 725. (8) Reactant: [CH3:1][O:2][C:3]1[CH:10]=[C:9]([O:11][CH3:12])[CH:8]=[CH:7][C:4]=1[CH:5]=O.[NH2:13][CH2:14][C@H:15]([OH:17])[CH3:16].C(O)(=O)C.C(O[BH-](OC(=O)C)OC(=O)C)(=O)C.[Na+].[OH-].[Na+]. Product: [CH3:1][O:2][C:3]1[CH:10]=[C:9]([O:11][CH3:12])[CH:8]=[CH:7][C:4]=1[CH2:5][NH:13][CH2:14][C@H:15]([OH:17])[CH3:16]. The catalyst class is: 56. (9) Reactant: [CH2:1]([O:3][C:4](=[O:17])/[CH:5]=[CH:6]/[C:7]1[CH:12]=[C:11](F)[CH:10]=[CH:9][C:8]=1[N+:14]([O-:16])=[O:15])[CH3:2].[OH:18][C:19]1[CH:24]=[CH:23][C:22]([NH:25][C:26](=[O:28])[CH3:27])=[CH:21][CH:20]=1.C([O-])([O-])=O.[K+].[K+].C1OCCOCCOCCOCCOCCOC1. Product: [CH2:1]([O:3][C:4](=[O:17])/[CH:5]=[CH:6]/[C:7]1[CH:12]=[C:11]([O:18][C:19]2[CH:20]=[CH:21][C:22]([NH:25][C:26](=[O:28])[CH3:27])=[CH:23][CH:24]=2)[CH:10]=[CH:9][C:8]=1[N+:14]([O-:16])=[O:15])[CH3:2]. The catalyst class is: 3. (10) Reactant: Cl.C(N=C=NCCCN(C)C)C.[C:13]1([CH2:19][O:20][C:21]([C:23]2([NH2:29])[CH2:28][CH2:27][CH2:26][CH2:25][CH2:24]2)=[O:22])[CH:18]=[CH:17][CH:16]=[CH:15][CH:14]=1.ON1C2C=CC=CC=2N=N1.[C:40]1([C:49]2[CH:54]=[CH:53][CH:52]=[CH:51][CH:50]=2)[CH:45]=[CH:44][C:43]([C:46](O)=[O:47])=[CH:42][CH:41]=1. Product: [C:13]1([CH2:19][O:20][C:21]([C:23]2([NH:29][C:46]([C:43]3[CH:44]=[CH:45][C:40]([C:49]4[CH:50]=[CH:51][CH:52]=[CH:53][CH:54]=4)=[CH:41][CH:42]=3)=[O:47])[CH2:24][CH2:25][CH2:26][CH2:27][CH2:28]2)=[O:22])[CH:14]=[CH:15][CH:16]=[CH:17][CH:18]=1. The catalyst class is: 2.